Dataset: Peptide-MHC class I binding affinity with 185,985 pairs from IEDB/IMGT. Task: Regression. Given a peptide amino acid sequence and an MHC pseudo amino acid sequence, predict their binding affinity value. This is MHC class I binding data. (1) The peptide sequence is REEELRKRL. The MHC is Mamu-A11 with pseudo-sequence Mamu-A11. The binding affinity (normalized) is 0.586. (2) The peptide sequence is ALYSYASAK. The MHC is HLA-B58:01 with pseudo-sequence HLA-B58:01. The binding affinity (normalized) is 0.0847. (3) The peptide sequence is DVIPMVTQM. The MHC is HLA-A26:01 with pseudo-sequence HLA-A26:01. The binding affinity (normalized) is 0.615.